This data is from Full USPTO retrosynthesis dataset with 1.9M reactions from patents (1976-2016). The task is: Predict the reactants needed to synthesize the given product. (1) Given the product [C:14]([C:9]1[CH:10]=[CH:11][CH:12]=[CH:13][C:8]=1[C:4]1[CH:5]=[CH:6][CH:7]=[C:2]([O:1][S:24]([C:23]([F:36])([F:35])[F:22])(=[O:26])=[O:25])[CH:3]=1)#[N:15], predict the reactants needed to synthesize it. The reactants are: [OH:1][C:2]1[CH:3]=[C:4]([C:8]2[C:9]([C:14]#[N:15])=[CH:10][CH:11]=[CH:12][CH:13]=2)[CH:5]=[CH:6][CH:7]=1.N1C=CC=CC=1.[F:22][C:23]([F:36])([F:35])[S:24](O[S:24]([C:23]([F:36])([F:35])[F:22])(=[O:26])=[O:25])(=[O:26])=[O:25]. (2) Given the product [NH2:1][C:2]1[C:3]([N:9]2[CH2:14][CH2:13][N:12]([C:15]([O:17][C:18]([CH3:21])([CH3:20])[CH3:19])=[O:16])[CH2:11][CH2:10]2)=[N:4][C:5]([C:25]2[CH:26]=[CH:27][N:22]=[CH:23][CH:24]=2)=[CH:6][N:7]=1, predict the reactants needed to synthesize it. The reactants are: [NH2:1][C:2]1[C:3]([N:9]2[CH2:14][CH2:13][N:12]([C:15]([O:17][C:18]([CH3:21])([CH3:20])[CH3:19])=[O:16])[CH2:11][CH2:10]2)=[N:4][C:5](Br)=[CH:6][N:7]=1.[N:22]1[CH:27]=[CH:26][C:25](B(O)O)=[CH:24][CH:23]=1. (3) Given the product [CH:1]([C:4]1[CH:5]=[CH:6][C:7]([CH3:42])=[C:8]([N:10]2[CH2:41][CH2:40][C:13]3[N:14]=[C:15]([C:20]4[C:28]([CH3:29])=[CH:27][CH:26]=[C:25]5[C:21]=4[CH:22]=[N:23][NH:24]5)[N:16]=[C:17]([O:18][CH3:19])[C:12]=3[CH2:11]2)[CH:9]=1)([CH3:3])[CH3:2], predict the reactants needed to synthesize it. The reactants are: [CH:1]([C:4]1[CH:5]=[CH:6][C:7]([CH3:42])=[C:8]([N:10]2[CH2:41][CH2:40][C:13]3[N:14]=[C:15]([C:20]4[C:28]([CH3:29])=[CH:27][CH:26]=[C:25]5[C:21]=4[CH:22]=[N:23][N:24]5S(C4C=CC(C)=CC=4)(=O)=O)[N:16]=[C:17]([O:18][CH3:19])[C:12]=3[CH2:11]2)[CH:9]=1)([CH3:3])[CH3:2].[OH-].[K+].[NH4+].[OH-]. (4) Given the product [CH2:28]([C:9]1[CH:10]=[C:11]([C:15]([F:27])([C:23]([F:24])([F:25])[F:26])[C:16]([F:21])([F:22])[C:17]([F:20])([F:19])[F:18])[CH:12]=[C:13]([CH3:14])[C:8]=1[NH:7][C:5](=[O:6])[C:4]1[CH:30]=[CH:31][CH:32]=[C:2]([NH:1][C:48](=[O:49])[C:47]2[CH:51]=[CH:52][C:44]([C:42]#[N:43])=[CH:45][CH:46]=2)[C:3]=1[O:33][CH3:34])[CH3:29], predict the reactants needed to synthesize it. The reactants are: [NH2:1][C:2]1[C:3]([O:33][CH3:34])=[C:4]([CH:30]=[CH:31][CH:32]=1)[C:5]([NH:7][C:8]1[C:13]([CH3:14])=[CH:12][C:11]([C:15]([F:27])([C:23]([F:26])([F:25])[F:24])[C:16]([F:22])([F:21])[C:17]([F:20])([F:19])[F:18])=[CH:10][C:9]=1[CH2:28][CH3:29])=[O:6].C(N(CC)CC)C.[C:42]([C:44]1[CH:52]=[CH:51][C:47]([C:48](O)=[O:49])=[CH:46][CH:45]=1)#[N:43].O=C1N([ClH]P([ClH]N2CCOC2=O)=O)CCO1.